Dataset: Full USPTO retrosynthesis dataset with 1.9M reactions from patents (1976-2016). Task: Predict the reactants needed to synthesize the given product. (1) Given the product [Cl:14][C:15]1[CH:16]=[C:17]2[C:21](=[CH:22][CH:23]=1)[NH:20][C:19](=[O:24])[C:18]2([C:4]1[CH:5]=[CH:6][CH:7]=[C:2]([F:1])[C:3]=1[F:8])[OH:25], predict the reactants needed to synthesize it. The reactants are: [F:1][C:2]1[CH:7]=[CH:6][CH:5]=[CH:4][C:3]=1[F:8].C([Li])CCC.[Cl:14][C:15]1[CH:16]=[C:17]2[C:21](=[CH:22][CH:23]=1)[NH:20][C:19](=[O:24])[C:18]2=[O:25]. (2) Given the product [F:37][CH:2]([F:1])[C:3]1[CH:12]=[C:11]2[C:6]([CH2:7][CH2:8][CH2:9][N:10]2[C:13]2[C:17]3[CH2:18][N:19]([C:47]([NH:46][CH3:45])=[O:48])[CH2:20][CH2:21][C:16]=3[N:15]([CH:22]3[CH2:27][CH2:26][S:25](=[O:29])(=[O:28])[CH2:24][CH2:23]3)[N:14]=2)=[CH:5][C:4]=1[C:30]1[CH:31]=[N:32][N:33]([CH3:36])[C:34]=1[CH3:35], predict the reactants needed to synthesize it. The reactants are: [F:1][CH:2]([F:37])[C:3]1[CH:12]=[C:11]2[C:6]([CH2:7][CH2:8][CH2:9][N:10]2[C:13]2[C:17]3[CH2:18][NH:19][CH2:20][CH2:21][C:16]=3[N:15]([CH:22]3[CH2:27][CH2:26][S:25](=[O:29])(=[O:28])[CH2:24][CH2:23]3)[N:14]=2)=[CH:5][C:4]=1[C:30]1[CH:31]=[N:32][N:33]([CH3:36])[C:34]=1[CH3:35].C(N(CC)CC)C.[CH3:45][NH:46][C:47](N1C=CN=C1)=[O:48].O.